From a dataset of Catalyst prediction with 721,799 reactions and 888 catalyst types from USPTO. Predict which catalyst facilitates the given reaction. (1) Reactant: [SH:1][CH2:2][C:3]([O:5]CC)=[O:4].[O-]CC.[Na+].[Cl:12][C:13]1[CH:18]=[CH:17][CH:16]=[CH:15][C:14]=1[CH2:19][CH2:20][NH:21][C:22](=[O:25])[CH:23]=[CH2:24].O. Product: [Cl:12][C:13]1[CH:18]=[CH:17][CH:16]=[CH:15][C:14]=1[CH2:19][CH2:20][NH:21][C:22](=[O:25])[CH2:23][CH2:24][S:1][CH2:2][C:3]([OH:5])=[O:4]. The catalyst class is: 8. (2) Reactant: [Br:1][CH2:2][C:3]1[CH:11]=[CH:10][CH:9]=[C:8]([CH3:12])[C:4]=1[C:5](Br)=[O:6].[C:13]([OH:17])([CH3:16])([CH3:15])[CH3:14]. Product: [Br:1][CH2:2][C:3]1[CH:11]=[CH:10][CH:9]=[C:8]([CH3:12])[C:4]=1[C:5]([O:17][C:13]([CH3:16])([CH3:15])[CH3:14])=[O:6]. The catalyst class is: 194. (3) Reactant: O.[NH2:2][NH2:3].[Cl:4][C:5]1[N:10]=[CH:9][C:8]([C:11]2[C:15](O)([CH3:16])[O:14][C:13](=O)[C:12]=2[C:19]2[C:24]([F:25])=[CH:23][C:22]([F:26])=[CH:21][C:20]=2[F:27])=[CH:7][CH:6]=1.COC(C)(C)C. Product: [Cl:4][C:5]1[N:10]=[CH:9][C:8]([C:11]2[C:15]([CH3:16])=[N:3][NH:2][C:13](=[O:14])[C:12]=2[C:19]2[C:24]([F:25])=[CH:23][C:22]([F:26])=[CH:21][C:20]=2[F:27])=[CH:7][CH:6]=1. The catalyst class is: 51. (4) Reactant: [N+:1]([C:4]1[CH:5]=[N:6][C:7]([NH:10][C:11]2[CH:12]=[N:13][CH:14]=[CH:15][CH:16]=2)=[N:8][CH:9]=1)([O-])=O. Product: [N:13]1[CH:14]=[CH:15][CH:16]=[C:11]([NH:10][C:7]2[N:6]=[CH:5][C:4]([NH2:1])=[CH:9][N:8]=2)[CH:12]=1. The catalyst class is: 45. (5) Reactant: [CH:1]1([NH:4][CH2:5][CH2:6][C:7]2[CH:12]=[CH:11][C:10]([O:13][CH2:14][CH2:15][C:16]3[CH:21]=[CH:20][CH:19]=[CH:18][CH:17]=3)=[CH:9][CH:8]=2)[CH2:3][CH2:2]1.Br[CH2:23][CH2:24][CH2:25][C:26]#[N:27].CCN(C(C)C)C(C)C.C(Cl)Cl. Product: [CH:1]1([N:4]([CH2:5][CH2:6][C:7]2[CH:12]=[CH:11][C:10]([O:13][CH2:14][CH2:15][C:16]3[CH:17]=[CH:18][CH:19]=[CH:20][CH:21]=3)=[CH:9][CH:8]=2)[CH2:23][CH2:24][CH2:25][C:26]#[N:27])[CH2:2][CH2:3]1. The catalyst class is: 23. (6) Reactant: [O:1]1[C:7]2[CH:8]=[CH:9][CH:10]=[CH:11][C:6]=2[C:5](=[O:12])[NH:4][CH2:3][CH2:2]1.[Cl:13][S:14](O)(=[O:16])=[O:15]. Product: [O:12]=[C:5]1[C:6]2[CH:11]=[C:10]([S:14]([Cl:13])(=[O:16])=[O:15])[CH:9]=[CH:8][C:7]=2[O:1][CH2:2][CH2:3][NH:4]1. The catalyst class is: 22. (7) Reactant: [F:1][C:2]1[CH:3]=[C:4]([CH:6]=[CH:7][CH:8]=1)[NH2:5].O.Cl[C:11](Cl)(Cl)[CH:12]=[O:13].Cl.ON.S([O-])([O-])(=O)=[O:20].[Na+].[Na+].Cl. Product: [F:1][C:2]1[CH:3]=[C:4]2[C:6]([C:12](=[O:13])[C:11](=[O:20])[NH:5]2)=[CH:7][CH:8]=1. The catalyst class is: 6. (8) Reactant: Br[C:2]1[CH:3]=[N:4][CH:5]=[C:6]([Br:8])[CH:7]=1.B(O)(O)[C:10]1[CH:15]=[CH:14][C:13]([S:16]([NH2:19])(=[O:18])=[O:17])=[CH:12][CH:11]=1.C(=O)([O-])[O-].[Na+].[Na+]. Product: [Br:8][C:6]1[CH:7]=[C:2]([C:10]2[CH:15]=[CH:14][C:13]([S:16]([NH2:19])(=[O:18])=[O:17])=[CH:12][CH:11]=2)[CH:3]=[N:4][CH:5]=1. The catalyst class is: 12. (9) Reactant: [C:1]([O:5][C:6](=[O:12])[C@@H:7]([CH:9]([CH3:11])[CH3:10])[NH2:8])([CH3:4])([CH3:3])[CH3:2].C(O)(=O)C.[O:17]=[C:18]1[C:26]2[C:21](=[CH:22][CH:23]=[CH:24][CH:25]=2)[C:20](=[O:27])[N:19]1[CH2:28][CH:29]=O.C([BH3-])#N.[Na+].C([O-])(O)=O.[Na+]. Product: [O:17]=[C:18]1[C:26]2[C:21](=[CH:22][CH:23]=[CH:24][CH:25]=2)[C:20](=[O:27])[N:19]1[CH2:28][CH2:29][NH:8][C@H:7]([CH:9]([CH3:10])[CH3:11])[C:6]([O:5][C:1]([CH3:4])([CH3:3])[CH3:2])=[O:12]. The catalyst class is: 92. (10) Reactant: [NH2:1][C:2]1[N:7]=[CH:6][C:5]([C:8]2[CH:9]=[C:10]([CH2:14][OH:15])[CH:11]=[CH:12][CH:13]=2)=[CH:4][CH:3]=1.N1C=CN=C1.[Cl-].[C:22]([SiH:26]([CH3:28])[CH3:27])([CH3:25])([CH3:24])[CH3:23]. Product: [Si:26]([O:15][CH2:14][C:10]1[CH:9]=[C:8]([C:5]2[CH:4]=[CH:3][C:2]([NH2:1])=[N:7][CH:6]=2)[CH:13]=[CH:12][CH:11]=1)([C:22]([CH3:25])([CH3:24])[CH3:23])([CH3:28])[CH3:27]. The catalyst class is: 7.